The task is: Predict which catalyst facilitates the given reaction.. This data is from Catalyst prediction with 721,799 reactions and 888 catalyst types from USPTO. Reactant: [H-].[Na+].[CH2:3]([OH:5])[CH3:4].[C:6]1(=[O:13])C[CH2:11][CH2:10][CH2:9][CH2:8][CH2:7]1.C(OCC)=O. Product: [OH:5]/[CH:3]=[C:4]1\[C:6](=[O:13])[CH2:7][CH2:8][CH2:9][CH2:10][CH2:11]\1. The catalyst class is: 27.